The task is: Regression. Given a peptide amino acid sequence and an MHC pseudo amino acid sequence, predict their binding affinity value. This is MHC class II binding data.. This data is from Peptide-MHC class II binding affinity with 134,281 pairs from IEDB. (1) The peptide sequence is GELRIVDKIDAAFKI. The MHC is DRB1_1201 with pseudo-sequence DRB1_1201. The binding affinity (normalized) is 0.534. (2) The peptide sequence is EKKYKAATQFEPLAA. The MHC is HLA-DQA10501-DQB10301 with pseudo-sequence HLA-DQA10501-DQB10301. The binding affinity (normalized) is 0.271.